This data is from Full USPTO retrosynthesis dataset with 1.9M reactions from patents (1976-2016). The task is: Predict the reactants needed to synthesize the given product. Given the product [N:20]1([C:29]2[O:30][C:31]([CH2:41][CH2:42][C:43]([NH:10][C:7]3[CH:8]=[CH:9][C:4]([C:3]([P:12]([O:16][CH2:17][CH3:18])([O:13][CH2:14][CH3:15])=[O:19])([F:2])[F:11])=[CH:5][CH:6]=3)=[O:44])=[C:32]([C:34]3[CH:39]=[CH:38][C:37]([Cl:40])=[CH:36][CH:35]=3)[N:33]=2)[C:24]2[CH:25]=[CH:26][CH:27]=[CH:28][C:23]=2[N:22]=[CH:21]1, predict the reactants needed to synthesize it. The reactants are: Cl.[F:2][C:3]([P:12](=[O:19])([O:16][CH2:17][CH3:18])[O:13][CH2:14][CH3:15])([F:11])[C:4]1[CH:9]=[CH:8][C:7]([NH2:10])=[CH:6][CH:5]=1.[N:20]1([C:29]2[O:30][C:31]([CH2:41][CH2:42][C:43](O)=[O:44])=[C:32]([C:34]3[CH:39]=[CH:38][C:37]([Cl:40])=[CH:36][CH:35]=3)[N:33]=2)[C:24]2[CH:25]=[CH:26][CH:27]=[CH:28][C:23]=2[N:22]=[CH:21]1.ON1C2N=CC=CC=2N=N1.C(N=C=NCCCN(C)C)C.Cl.